Dataset: Experimentally validated miRNA-target interactions with 360,000+ pairs, plus equal number of negative samples. Task: Binary Classification. Given a miRNA mature sequence and a target amino acid sequence, predict their likelihood of interaction. (1) The miRNA is mmu-miR-7685-5p with sequence ACCUUCCGGUUUCUUCAAGUCUCC. The protein sequence of the target gene is MMEEIDRFQDPAAASISDRDCDAREEKQRELARKGSLKNGSMGSPVNQQPKKNNVMARTRLVVPNKGYSSLDQSPDEKPLVALDTDSDDDFDMSRYSSSGYSSAEQINQDLNIQLLKDGYRLDEIPDDEDLDLIPPKSVNPTCMCCQATSSTACHIQ. Result: 0 (no interaction). (2) The miRNA is mmu-miR-181a-5p with sequence AACAUUCAACGCUGUCGGUGAGU. The protein sequence of the target gene is MSFGRDMELEHFDERDKAQRYSRGSRVNGLPSPTHSAHCSFYRTRTLQTLSSEKKAKKVRFYRNGDRYFKGIVYAISPDRFRSFEALLADLTRTLSDNVNLPQGVRTIYTIDGLKKISSLDQLVEGESYVCGSIEPFKKLEYTKNVNPNWSVNVKTTSASRAVSSLATAKGGPSEVRENKDFIRPKLVTIIRSGVKPRKAVRILLNKKTAHSFEQVLTDITDAIKLDSGVVKRLYTLDGKQVMCLQDFFGDDDIFIACGPEKFRYQDDFLLDESECRVVKSTSYTKIASASRRGTTKSPG.... Result: 1 (interaction). (3) The miRNA is hsa-miR-17-5p with sequence CAAAGUGCUUACAGUGCAGGUAG. The protein sequence of the target gene is MARRRRRACIALFLVLLFAFGTLMGLRTLKAPDGLPALGPGLELAPFERRPEGAPAPAARAPAAPAAPPPPPPPPRTADPGGSPGPAPAEAEPAPVQSLRVYSDLHAFYYSWYGSPRREGHYIHWDHVMVPHWDPKISASYPRGRHSPPDDLGSSFYPELGPYSSRDPEVLREHMTQLKEAAIGVLVLSWYPPGMADDNGEPSDDLVPAILDTAHQYSIQVAFHIQPYKGRDDITVHDNIKYIIDTYGSHGAFYRYKNSMGKSLPLFYIYDSYLTSPEAWAHLLTPNGPHSIRNTPYDGV.... Result: 1 (interaction). (4) The miRNA is hsa-miR-148a-3p with sequence UCAGUGCACUACAGAACUUUGU. The protein sequence of the target gene is MALRLLRRAARGAAAAALLRLKASLAADIPRLGYSSSSHHKYIPRRAVLYVPGNDEKKIKKIPSLNVDCAVLDCEDGVAANKKNEARLRIVKTLEDIDLGPTEKCVRVNSVSSGLAEEDLETLLQSRVLPSSLMLPKVESPEEIQWFADKFSFHLKGRKLEQPMNLIPFVETAMGLLNFKAVCEETLKVGPQVGLFLDAVVFGGEDFRASIGATSSKETLDILYARQKIVVIAKAFGLQAIDLVYIDFRDGAGLLRQSREGAAMGFTGKQVIHPNQIAVVQEQFSPSPEKIKWAEELIAA.... Result: 0 (no interaction). (5) The protein sequence of the target gene is MPTPSAPSPQPKGFRRAVSEQDAKQAEAVTSPRFIGRRQSLIEDARKEREAAAAAAAAAVASSEPGNPLEAVVFEERDGNAVLNLLFSLRGTKPSSLSRAVKVFETFEAKIHHLETRPAQRPLAGSPHLEYFVRFEVPSGDLAALLSSVRRVSDDVRSAREDKVPWFPRKVSELDKCHHLVTKFDPDLDLDHPGFSDQVYRQRRKLIAEIAFQYKHGEPIPHVEYTAEEIATWKEVYVTLKGLYATHACREHLEGFQLLERYCGYREDSIPQLEDVSRFLKERTGFQLRPVAGLLSARDF.... Result: 0 (no interaction). The miRNA is cgr-miR-29b-3p with sequence UAGCACCAUUUGAAAUCAGUGUU. (6) The miRNA is hsa-miR-8075 with sequence UGCUGAUGGCAGAUGUCGGGUCUG. The protein sequence of the target gene is MEPAVLAAHHLPHHEPISFGIDQILSGPEPPGGGLGPGQSGQSHGESAAFSSGFHGASGYAPAGSLASLPRGSGVGPGGVIRVPAHRPLPVPPPSGAAPAVPGPSGLGGAGGLAGLTFPWMDSGRRFAKDRLTAALSPFSGTRRIGHPYQNRTPPKRKKPRTSFSRSQVLELERRFLRQKYLASAERAALAKALRMTDAQVKTWFQNRRTKWRRQTAEEREAERHRAGRLLLHLQQDALPRPLRPPLPPDPLCLHNSSLFALQNLQPWAEDNKVASVSGLASVV. Result: 0 (no interaction). (7) The miRNA is mmu-miR-223-3p with sequence UGUCAGUUUGUCAAAUACCCCA. The protein sequence of the target gene is MRSRSNSGVRLDGYARLVHQTILCHQNPVTGLLPASYDQKDAWVRDNVYSILAVWGLGLAYRKNADRDEDKAKAYELEQSVVKLMRGLLHCMIRQVDKVESFKYSQSTKDSLHAKYNTKTCATVVGDDQWGHLQLDATSVYLLFLAQMTASGLHIIHSLDEVNFIQNLVFYIEAAYKTADFGIWERGDKTNQGISELNASSVGMAKAALEALDELDLFGVKGGPQSVIHVLADEVQHCQSILNSLLPRASTSKEVDASLLSVVSFPAFAVEDSHLVELTKQEIITKLQGRYGCCRFLRDG.... Result: 1 (interaction).